Dataset: Full USPTO retrosynthesis dataset with 1.9M reactions from patents (1976-2016). Task: Predict the reactants needed to synthesize the given product. (1) Given the product [CH2:1]([CH:4]1[CH2:9][CH2:8][CH2:7][CH2:6][C:5]1=[CH:10][C:11]([OH:13])=[O:12])[CH:2]=[CH2:3], predict the reactants needed to synthesize it. The reactants are: [CH2:1]([CH:4]1[CH2:9][CH2:8][CH2:7][CH2:6][C:5]1=[CH:10][C:11]([O:13]C(C)(C)C)=[O:12])[CH:2]=[CH2:3].FC(F)(F)C(O)=O. (2) Given the product [Cl:1][C:2]1[CH:3]=[C:4]([C:8](=[O:13])[C:9](=[N:14][OH:15])[C:10](=[O:12])[CH3:11])[CH:5]=[CH:6][CH:7]=1, predict the reactants needed to synthesize it. The reactants are: [Cl:1][C:2]1[CH:3]=[C:4]([C:8](=[O:13])[CH2:9][C:10](=[O:12])[CH3:11])[CH:5]=[CH:6][CH:7]=1.[N:14]([O-])=[O:15].[Na+].C(=O)(O)[O-].[Na+]. (3) The reactants are: [CH:1]1([C:4]2[C:5]([O:14][CH2:15][CH:16]3[CH2:21][CH2:20][N:19]([CH2:22][C:23]4[CH:28]=[C:27]([Cl:29])[CH:26]=[C:25]([Cl:30])[C:24]=4[C:31]#[N:32])[CH2:18][CH2:17]3)=[CH:6][C:7]([F:13])=[C:8]([CH:12]=2)[C:9](O)=[O:10])[CH2:3][CH2:2]1.[CH3:33][S:34]([NH2:37])(=[O:36])=[O:35].Cl.C(N=C=NCCCN(C)C)C. Given the product [CH:1]1([C:4]2[C:5]([O:14][CH2:15][CH:16]3[CH2:21][CH2:20][N:19]([CH2:22][C:23]4[CH:28]=[C:27]([Cl:29])[CH:26]=[C:25]([Cl:30])[C:24]=4[C:31]#[N:32])[CH2:18][CH2:17]3)=[CH:6][C:7]([F:13])=[C:8]([CH:12]=2)[C:9]([NH:37][S:34]([CH3:33])(=[O:36])=[O:35])=[O:10])[CH2:2][CH2:3]1, predict the reactants needed to synthesize it. (4) The reactants are: CC(O)(C)C.CC[Mg+].[Br-].[NH2:10][C:11]([CH2:17][C:18]([O:20][CH3:21])=[O:19])=[CH:12][C:13]([O:15][CH3:16])=[O:14].[Cl:22][C:23]1[CH:28]=[CH:27][CH:26]=[C:25]([Cl:29])[C:24]=1[CH:30]=[C:31]([C:36](=O)[CH2:37][CH2:38][C:39]1[S:40][CH:41]=[CH:42][N:43]=1)[C:32]([O:34][CH3:35])=[O:33]. Given the product [Cl:22][C:23]1[CH:28]=[CH:27][CH:26]=[C:25]([Cl:29])[C:24]=1[CH:30]1[C:31]([C:32]([O:34][CH3:35])=[O:33])=[C:36]([CH2:37][CH2:38][C:39]2[S:40][CH:41]=[CH:42][N:43]=2)[NH:10][C:11]([CH2:17][C:18]([O:20][CH3:21])=[O:19])=[C:12]1[C:13]([O:15][CH3:16])=[O:14], predict the reactants needed to synthesize it. (5) Given the product [NH2:10][CH2:11][CH2:12][CH2:13][CH2:14][CH2:15][C:16]1[N:20]([CH2:21][CH2:22][CH3:23])[C:19]2[CH:24]=[C:25]([C:28]#[N:29])[CH:26]=[CH:27][C:18]=2[N:17]=1, predict the reactants needed to synthesize it. The reactants are: C(OC(=O)[NH:10][CH2:11][CH2:12][CH2:13][CH2:14][CH2:15][C:16]1[N:20]([CH2:21][CH2:22][CH3:23])[C:19]2[CH:24]=[C:25]([C:28]#[N:29])[CH:26]=[CH:27][C:18]=2[N:17]=1)C1C=CC=CC=1. (6) Given the product [CH2:5]([O:7][C:8]([C:10]1[N:11]=[C:12]([Br:17])[S:13][CH:14]=1)=[O:9])[CH3:6], predict the reactants needed to synthesize it. The reactants are: N([O-])=O.[Na+].[CH2:5]([O:7][C:8]([C:10]1[N:11]=[C:12](N)[S:13][CH:14]=1)=[O:9])[CH3:6].[Na+].[Br-:17].OS(O)(=O)=O.[OH-].[Na+]. (7) Given the product [F:1][CH2:2][C:3]([C@H:28]1[CH2:33][CH2:32][C@H:31]([C:34]([OH:36])=[O:35])[CH2:30][CH2:29]1)([OH:27])[C:4]1[S:5][C:6]([C:9]2[CH:14]=[C:13]([NH:15][C:16]3[N:21]=[C:20]([C:22]([F:25])([F:24])[F:23])[CH:19]=[CH:18][N:17]=3)[CH:12]=[C:11]([CH3:26])[CH:10]=2)=[CH:7][N:8]=1, predict the reactants needed to synthesize it. The reactants are: [F:1][CH2:2][C:3]([C@H:28]1[CH2:33][CH2:32][C@H:31]([C:34]([O:36]CC)=[O:35])[CH2:30][CH2:29]1)([OH:27])[C:4]1[S:5][C:6]([C:9]2[CH:14]=[C:13]([NH:15][C:16]3[N:21]=[C:20]([C:22]([F:25])([F:24])[F:23])[CH:19]=[CH:18][N:17]=3)[CH:12]=[C:11]([CH3:26])[CH:10]=2)=[CH:7][N:8]=1.Cl. (8) The reactants are: [CH2:1]([OH:9])[CH:2]=[CH:3][CH2:4][CH2:5][CH2:6][CH2:7][CH3:8].[CH3:10]OCCOC.[Zn](CC)CC.C(I)I.[NH4+].[Cl-]. Given the product [CH2:4]([C@H:3]1[CH2:10][C@H:2]1[CH2:1][OH:9])[CH2:5][CH2:6][CH2:7][CH3:8], predict the reactants needed to synthesize it.